From a dataset of Catalyst prediction with 721,799 reactions and 888 catalyst types from USPTO. Predict which catalyst facilitates the given reaction. (1) Reactant: [C:1]([O:5][C@@H:6]([C:12]1[C:37]([CH3:38])=[CH:36][C:15]2[N:16]=[C:17]([C:19]3[CH:24]=[CH:23][N:22]=[C:21]([N:25]4[CH:34]=[CH:33][C:32]5[C:27](=[CH:28][CH:29]=[N:30][CH:31]=5)[C:26]4=[O:35])[CH:20]=3)[S:18][C:14]=2[C:13]=1[C:39]1[CH:44]=[CH:43][C:42]([Cl:45])=[CH:41][CH:40]=1)[C:7]([O:9]CC)=[O:8])([CH3:4])([CH3:3])[CH3:2].[Li+].[I-]. Product: [C:1]([O:5][C@@H:6]([C:12]1[C:37]([CH3:38])=[CH:36][C:15]2[N:16]=[C:17]([C:19]3[CH:24]=[CH:23][N:22]=[C:21]([N:25]4[CH:34]=[CH:33][C:32]5[C:27](=[CH:28][CH:29]=[N:30][CH:31]=5)[C:26]4=[O:35])[CH:20]=3)[S:18][C:14]=2[C:13]=1[C:39]1[CH:44]=[CH:43][C:42]([Cl:45])=[CH:41][CH:40]=1)[C:7]([OH:9])=[O:8])([CH3:4])([CH3:2])[CH3:3]. The catalyst class is: 17. (2) Reactant: [I:1][C:2]1[C:10]2[C:5](=[CH:6][CH:7]=[CH:8][CH:9]=2)[NH:4][CH:3]=1.[H-].[Na+].[N:13]([C:16]1[CH:21]=[CH:20][CH:19]=[C:18]([C:22]([F:25])([F:24])[F:23])[CH:17]=1)=[C:14]=[O:15].[NH4+].[Cl-]. Product: [I:1][C:2]1[C:10]2[C:5](=[CH:6][CH:7]=[CH:8][CH:9]=2)[N:4]([C:14]([NH:13][C:16]2[CH:21]=[CH:20][CH:19]=[C:18]([C:22]([F:23])([F:24])[F:25])[CH:17]=2)=[O:15])[CH:3]=1. The catalyst class is: 3. (3) Reactant: F[C:2]1[C:3]([C:9]([O:11][CH3:12])=[O:10])=[N:4][C:5]([F:8])=[CH:6][N:7]=1.C([O-])(=[O:15])C.[Na+].C(OCC)(=O)C.O. Product: [F:8][C:5]1[N:4]=[C:3]([C:9]([O:11][CH3:12])=[O:10])[C:2](=[O:15])[NH:7][CH:6]=1. The catalyst class is: 9. (4) Reactant: [CH2:1]([O:3][P:4]([CH2:9][CH2:10][O:11][CH2:12][CH2:13][O:14][CH2:15][CH2:16][NH:17][C:18](=[O:29])[C@@H:19]([NH:21]C(=O)OC(C)(C)C)[CH3:20])([O:6][CH2:7][CH3:8])=[O:5])[CH3:2]. Product: [NH2:21][C@@H:19]([CH3:20])[C:18]([NH:17][CH2:16][CH2:15][O:14][CH2:13][CH2:12][O:11][CH2:10][CH2:9][P:4](=[O:5])([O:3][CH2:1][CH3:2])[O:6][CH2:7][CH3:8])=[O:29]. The catalyst class is: 89.